From a dataset of Reaction yield outcomes from USPTO patents with 853,638 reactions. Predict the reaction yield, written as a fraction of the theoretical maximum amount of product (1.0 means a 100% yield; for example, 0.34 means a 34% yield). (1) The reactants are Cl.[NH2:2][C:3]1[C:4]2[C:14]([O:15][CH2:16][C@H:17]3[CH2:22][CH2:21][CH2:20][NH:19][CH2:18]3)=[CH:13][CH:12]=[CH:11][C:5]=2[NH:6][S:7](=[O:10])(=[O:9])[N:8]=1.C(N(CC)CC)C.[CH:30]1([CH2:33][C:34](O)=[O:35])[CH2:32][CH2:31]1.C1C=CC2N(O)N=NC=2C=1.CCN=C=NCCCN(C)C.Cl. The catalyst is O.C(#N)C. The product is [NH2:2][C:3]1[C:4]2[C:14]([O:15][CH2:16][C@H:17]3[CH2:22][CH2:21][CH2:20][N:19]([C:34](=[O:35])[CH2:33][CH:30]4[CH2:32][CH2:31]4)[CH2:18]3)=[CH:13][CH:12]=[CH:11][C:5]=2[NH:6][S:7](=[O:9])(=[O:10])[N:8]=1. The yield is 0.523. (2) The reactants are [H-].[H-].[H-].[H-].[Li+].[Al+3].[CH2:7]1[C:15]2[C:10](=[CH:11][C:12]([C:16](O)=[O:17])=[CH:13][CH:14]=2)[CH2:9][CH2:8]1. The catalyst is C1COCC1. The product is [CH2:7]1[C:15]2[C:10](=[CH:11][C:12]([CH2:16][OH:17])=[CH:13][CH:14]=2)[CH2:9][CH2:8]1. The yield is 0.900. (3) The reactants are O.[OH-].[Li+].[Br:4][C:5]1[CH:14]=[CH:13][C:8]([C:9]([O:11]C)=[O:10])=[CH:7][C:6]=1[O:15][CH2:16][CH2:17][O:18][CH2:19][C:20]([F:23])([F:22])[F:21].C(OCC)(=O)C.Cl. The catalyst is O.O1CCCC1. The product is [Br:4][C:5]1[CH:14]=[CH:13][C:8]([C:9]([OH:11])=[O:10])=[CH:7][C:6]=1[O:15][CH2:16][CH2:17][O:18][CH2:19][C:20]([F:21])([F:23])[F:22]. The yield is 0.910. (4) The reactants are [F:1][C:2]1[CH:3]=[C:4]([CH:9]2[S:14][CH2:13][CH2:12][CH2:11][S:10]2)[CH:5]=[C:6]([F:8])[CH:7]=1.[Li]CCCC.[CH3:20][C:21]1[CH:22]=[C:23]([CH:26]=[C:27]([CH3:29])[CH:28]=1)[CH:24]=[O:25]. The catalyst is C1COCC1. The product is [F:1][C:2]1[CH:3]=[C:4]([C:9]2([CH:24]([C:23]3[CH:26]=[C:27]([CH3:29])[CH:28]=[C:21]([CH3:20])[CH:22]=3)[OH:25])[S:10][CH2:11][CH2:12][CH2:13][S:14]2)[CH:5]=[C:6]([F:8])[CH:7]=1. The yield is 0.520. (5) The reactants are [C:1]([O:4][C@@H:5]1[C@@H:10]([O:11][C:12](=[O:14])[CH3:13])[C@H:9]([O:15][C:16](=[O:18])[CH3:17])[C@@H:8]([CH2:19][O:20][C:21](=[O:23])[CH3:22])[O:7][C@H:6]1[C:24]1[CH:29]=[CH:28][C:27](Cl)=[CH:26][CH:25]=1)(=[O:3])[CH3:2].[B:31]1([B:31]2[O:35][C:34]([CH3:37])([CH3:36])[C:33]([CH3:39])([CH3:38])[O:32]2)[O:35][C:34]([CH3:37])([CH3:36])[C:33]([CH3:39])([CH3:38])[O:32]1.[K].C1(P(C2CCCCC2)C2CCCCC2)CCCCC1. The catalyst is COCCOCCOC.[Pd].C(=CC(C=CC1C=CC=CC=1)=O)C1C=CC=CC=1.C(=CC(C=CC1C=CC=CC=1)=O)C1C=CC=CC=1. The product is [C:1]([O:4][C@@H:5]1[C@@H:10]([O:11][C:12](=[O:14])[CH3:13])[C@H:9]([O:15][C:16](=[O:18])[CH3:17])[C@@H:8]([CH2:19][O:20][C:21](=[O:23])[CH3:22])[O:7][C@H:6]1[C:24]1[CH:29]=[CH:28][C:27]([B:31]2[O:35][C:34]([CH3:37])([CH3:36])[C:33]([CH3:39])([CH3:38])[O:32]2)=[CH:26][CH:25]=1)(=[O:3])[CH3:2]. The yield is 0.920. (6) The reactants are [Si:1]([O:18][CH2:19][C@H:20]1[C@H:24]([C:25]2[CH:30]=[CH:29][C:28]([O:31][CH3:32])=[CH:27][CH:26]=2)[O:23][C:22](=[O:33])[N:21]1[C:34]1[CH:39]=[C:38](Cl)[N:37]=[C:36]([N:41]2[CH2:46][CH2:45][O:44][CH2:43][CH2:42]2)[N:35]=1)([C:14]([CH3:17])([CH3:16])[CH3:15])([C:8]1[CH:13]=[CH:12][CH:11]=[CH:10][CH:9]=1)[C:2]1[CH:7]=[CH:6][CH:5]=[CH:4][CH:3]=1.CC1(C)C(C)(C)OB([C:55]2[C:56]([C:62]([F:65])([F:64])[F:63])=[N:57][C:58]([NH2:61])=[N:59][CH:60]=2)O1.C([O-])([O-])=O.[Na+].[Na+]. The catalyst is COCCOC.CCOC(C)=O.C1C=CC(P(C2C=CC=CC=2)[C-]2C=CC=C2)=CC=1.C1C=CC(P(C2C=CC=CC=2)[C-]2C=CC=C2)=CC=1.Cl[Pd]Cl.[Fe+2].C(Cl)Cl. The product is [NH2:61][C:58]1[N:57]=[C:56]([C:62]([F:65])([F:63])[F:64])[C:55]([C:38]2[CH:39]=[C:34]([N:21]3[C@@H:20]([CH2:19][O:18][Si:1]([C:14]([CH3:17])([CH3:16])[CH3:15])([C:8]4[CH:13]=[CH:12][CH:11]=[CH:10][CH:9]=4)[C:2]4[CH:7]=[CH:6][CH:5]=[CH:4][CH:3]=4)[C@H:24]([C:25]4[CH:30]=[CH:29][C:28]([O:31][CH3:32])=[CH:27][CH:26]=4)[O:23][C:22]3=[O:33])[N:35]=[C:36]([N:41]3[CH2:46][CH2:45][O:44][CH2:43][CH2:42]3)[N:37]=2)=[CH:60][N:59]=1. The yield is 0.280.